This data is from NCI-60 drug combinations with 297,098 pairs across 59 cell lines. The task is: Regression. Given two drug SMILES strings and cell line genomic features, predict the synergy score measuring deviation from expected non-interaction effect. Drug 1: CC1=CC=C(C=C1)C2=CC(=NN2C3=CC=C(C=C3)S(=O)(=O)N)C(F)(F)F. Drug 2: CCCCCOC(=O)NC1=NC(=O)N(C=C1F)C2C(C(C(O2)C)O)O. Cell line: UACC-257. Synergy scores: CSS=1.13, Synergy_ZIP=-0.247, Synergy_Bliss=-0.645, Synergy_Loewe=-1.35, Synergy_HSA=-1.41.